This data is from Reaction yield outcomes from USPTO patents with 853,638 reactions. The task is: Predict the reaction yield, written as a fraction of the theoretical maximum amount of product (1.0 means a 100% yield; for example, 0.34 means a 34% yield). The reactants are [Cl:1][C:2]1[S:33][C:5]2[C:6]3([CH2:16][CH2:15][N:14]([CH2:17][C:18]4[C:19]([CH3:32])=[N:20][N:21]([C:23]5[C:30]([F:31])=[CH:29][CH:28]=[CH:27][C:24]=5[CH:25]=O)[CH:22]=4)[CH2:13][CH2:12]3)[O:7][CH2:8][C:9]([F:11])([F:10])[C:4]=2[CH:3]=1.[CH3:34][O:35][CH2:36][CH2:37][NH2:38]. The catalyst is ClCCl. The product is [Cl:1][C:2]1[S:33][C:5]2[C:6]3([CH2:16][CH2:15][N:14]([CH2:17][C:18]4[C:19]([CH3:32])=[N:20][N:21]([C:23]5[C:30]([F:31])=[CH:29][CH:28]=[CH:27][C:24]=5[CH:25]=[N:38][CH2:37][CH2:36][O:35][CH3:34])[CH:22]=4)[CH2:13][CH2:12]3)[O:7][CH2:8][C:9]([F:11])([F:10])[C:4]=2[CH:3]=1. The yield is 1.00.